Dataset: Full USPTO retrosynthesis dataset with 1.9M reactions from patents (1976-2016). Task: Predict the reactants needed to synthesize the given product. (1) Given the product [F:1][C:2]1([F:10])[CH2:5][C:4]([CH2:14][C:13]([OH:11])=[O:15])([CH3:6])[CH2:3]1, predict the reactants needed to synthesize it. The reactants are: [F:1][C:2]1([F:10])[CH2:5][C:4](CC#N)([CH3:6])[CH2:3]1.[OH-:11].[Na+].[CH2:13]([OH:15])[CH3:14]. (2) The reactants are: [CH3:1][N:2]1[CH:6]=[C:5]([C:7]2[CH:12]=[CH:11]C=CN=2)[C:4]([C:13]2[CH:18]=[CH:17][C:16]([OH:19])=[CH:15][CH:14]=2)=[N:3]1.C1(P([C:33]2[CH:38]=CC=CC=2)C2C=CC=CC=2)C=CC=CC=1.[CH3:39][N:40]1[C:44]2[CH:45]=[CH:46][CH:47]=[CH:48][C:43]=2[N:42]=[C:41]1[CH2:49]O.[N:51](C(OC(C)(C)C)=O)=NC(OC(C)(C)C)=O.[OH-].[Na+]. Given the product [CH3:39][N:40]1[C:44]2[CH:45]=[CH:46][CH:47]=[CH:48][C:43]=2[N:42]=[C:41]1[CH2:49][O:19][C:16]1[CH:15]=[CH:14][C:13]([C:4]2[C:5]([C:7]3[CH:12]=[CH:11][N:51]=[CH:38][CH:33]=3)=[CH:6][N:2]([CH3:1])[N:3]=2)=[CH:18][CH:17]=1, predict the reactants needed to synthesize it. (3) Given the product [Cl:1][C:2]1[CH:7]=[CH:6][C:5]([C:8]2[S:9][CH:10]=[C:11]([CH2:13][S:14][C:15]3[C:24]([C:25]#[N:26])=[C:23]([C:27]4[CH:28]=[CH:29][C:30]([O:33][CH2:34][C@@H:35]([OH:38])[CH2:36][OH:37])=[CH:31][CH:32]=4)[C:22]4[CH:21]([OH:39])[CH2:20][CH2:19][CH2:18][C:17]=4[N:16]=3)[N:12]=2)=[CH:4][CH:3]=1, predict the reactants needed to synthesize it. The reactants are: [Cl:1][C:2]1[CH:7]=[CH:6][C:5]([C:8]2[S:9][CH:10]=[C:11]([CH2:13][S:14][C:15]3[C:24]([C:25]#[N:26])=[C:23]([C:27]4[CH:32]=[CH:31][C:30]([O:33][CH2:34][C@@H:35]([OH:38])[CH2:36][OH:37])=[CH:29][CH:28]=4)[C:22]4[C:21](=[O:39])[CH2:20][CH2:19][CH2:18][C:17]=4[N:16]=3)[N:12]=2)=[CH:4][CH:3]=1.[BH4-].[Na+]. (4) Given the product [CH2:17]([N:24]1[CH:2]=[C:1]([C:3]2[CH:10]=[CH:9][CH:8]=[CH:7][C:4]=2[C:5]#[N:6])[N:26]=[N:25]1)[C:18]1[CH:23]=[CH:22][CH:21]=[CH:20][CH:19]=1, predict the reactants needed to synthesize it. The reactants are: [C:1]([C:3]1[CH:10]=[CH:9][CH:8]=[CH:7][C:4]=1[C:5]#[N:6])#[CH:2].CC(O)(C)C.O.[CH2:17]([N:24]=[N+:25]=[N-:26])[C:18]1[CH:23]=[CH:22][CH:21]=[CH:20][CH:19]=1.O=C1O[C@H]([C@H](CO)O)C([O-])=C1O.[Na+]. (5) The reactants are: Br[C:2]1[CH:3]=[C:4]2[C:9](=[CH:10][CH:11]=1)[NH:8][C:7](=O)[C:6]([C:13]1[CH:18]=[CH:17][CH:16]=[CH:15][CH:14]=1)=[C:5]2O.[F:20][C:21]1[CH:22]=[C:23]([C:27]([C:29]2[CH:30]=[N:31][C:32]([Cl:35])=[CH:33][CH:34]=2)=[O:28])[CH:24]=[CH:25][CH:26]=1.[Cl:36]C1C=C(C(C2C=NC=CC=2)=O)C=CC=1. Given the product [Cl:36][C:5]1[C:4]2[C:9](=[CH:10][CH:11]=[C:2]([C:27]([C:29]3[CH:30]=[N:31][C:32]([Cl:35])=[CH:33][CH:34]=3)([C:23]3[CH:24]=[CH:25][CH:26]=[C:21]([F:20])[CH:22]=3)[OH:28])[CH:3]=2)[N:8]=[CH:7][C:6]=1[C:13]1[CH:18]=[CH:17][CH:16]=[CH:15][CH:14]=1, predict the reactants needed to synthesize it. (6) Given the product [Cl:31][C:30]1[CH:28]=[CH:27][CH:12]=[CH:11][C:10]=1[C:9]([NH:21][C:17]1[CH:16]=[C:15]([C:12]2[CH:11]=[CH:10][C:9]([O:8][CH:5]3[CH2:4][CH2:3][N:2]([CH3:1])[CH2:7][CH2:6]3)=[CH:14][CH:13]=2)[CH:20]=[CH:19][CH:18]=1)=[O:8], predict the reactants needed to synthesize it. The reactants are: [CH3:1][N:2]1[CH2:7][CH2:6][CH:5]([O:8][C:9]2[CH:14]=[CH:13][C:12]([C:15]3[CH:20]=[CH:19][CH:18]=[C:17]([NH2:21])[CH:16]=3)=[CH:11][CH:10]=2)[CH2:4][CH2:3]1.C(N([CH2:27][CH3:28])CC)C.Cl[CH2:30][Cl:31].